Predict the reactants needed to synthesize the given product. From a dataset of Full USPTO retrosynthesis dataset with 1.9M reactions from patents (1976-2016). (1) Given the product [CH3:22][O:21][C:19](=[O:20])[CH2:18][O:1][C:2]1[CH:9]=[CH:8][C:5]([CH:6]=[O:7])=[CH:4][C:3]=1[CH3:10], predict the reactants needed to synthesize it. The reactants are: [OH:1][C:2]1[CH:9]=[CH:8][C:5]([CH:6]=[O:7])=[CH:4][C:3]=1[CH3:10].C(=O)([O-])[O-].[Cs+].[Cs+].Br[CH2:18][C:19]([O:21][CH3:22])=[O:20].Cl. (2) Given the product [F:1][C:2]1[CH:3]=[C:4]2[C:9](=[CH:10][C:11]=1[F:12])[N:8]=[C:7](/[CH:13]=[CH:14]/[C:15]1[CH:30]=[CH:29][C:18]3[O:19][CH2:20][C:21]4[CH:28]=[CH:27][CH:26]=[CH:25][C:22]=4[CH:23]([OH:24])[C:17]=3[CH:16]=1)[CH:6]=[CH:5]2, predict the reactants needed to synthesize it. The reactants are: [F:1][C:2]1[CH:3]=[C:4]2[C:9](=[CH:10][C:11]=1[F:12])[N:8]=[C:7]([CH:13]=[CH:14][C:15]1[CH:30]=[CH:29][C:18]3[O:19][CH2:20][C:21]4[CH:28]=[CH:27][CH:26]=[CH:25][C:22]=4[C:23](=[O:24])[C:17]=3[CH:16]=1)[CH:6]=[CH:5]2.ClC1C=C2C(C=CC(/C=C/C3C=CC4OCC5C=CC=CC=5C(=O)C=4C=3)=N2)=CC=1F.